This data is from Forward reaction prediction with 1.9M reactions from USPTO patents (1976-2016). The task is: Predict the product of the given reaction. (1) Given the reactants [NH2:1][CH2:2][C@:3]12[CH2:41][CH2:40][C@@H:39]([C:42]([CH3:44])=[CH2:43])[C@@H:4]1[C@@H:5]1[C@@:18]([CH3:21])([CH2:19][CH2:20]2)[C@@:17]2([CH3:22])[C@@H:8]([C@:9]3([CH3:38])[C@@H:14]([CH2:15][CH2:16]2)[C:13]([CH3:24])([CH3:23])[C:12]([C:25]2[CH:37]=[CH:36][C:28]([C:29]([O:31]C(C)(C)C)=[O:30])=[CH:27][CH:26]=2)=[CH:11][CH2:10]3)[CH2:7][CH2:6]1.C(O)(C(F)(F)F)=O, predict the reaction product. The product is: [NH2:1][CH2:2][C@:3]12[CH2:41][CH2:40][C@@H:39]([C:42]([CH3:44])=[CH2:43])[C@@H:4]1[C@@H:5]1[C@@:18]([CH3:21])([CH2:19][CH2:20]2)[C@@:17]2([CH3:22])[C@@H:8]([C@:9]3([CH3:38])[C@@H:14]([CH2:15][CH2:16]2)[C:13]([CH3:24])([CH3:23])[C:12]([C:25]2[CH:37]=[CH:36][C:28]([C:29]([OH:31])=[O:30])=[CH:27][CH:26]=2)=[CH:11][CH2:10]3)[CH2:7][CH2:6]1. (2) Given the reactants [Cl:1][C:2]1[S:6][C:5]([C:7]2[N:12]=[C:11](OS(C(F)(F)F)(=O)=O)[C:10]([CH2:21][CH3:22])=[C:9]([CH3:23])[N:8]=2)=[CH:4][CH:3]=1.[OH:24][B:25]1[C:29]2[CH:30]=[C:31]([NH2:34])[CH:32]=[CH:33][C:28]=2[CH2:27][O:26]1.CS(C)=O, predict the reaction product. The product is: [Cl:1][C:2]1[S:6][C:5]([C:7]2[N:12]=[C:11]([NH:34][C:31]3[CH:32]=[CH:33][C:28]4[CH2:27][O:26][B:25]([OH:24])[C:29]=4[CH:30]=3)[C:10]([CH2:21][CH3:22])=[C:9]([CH3:23])[N:8]=2)=[CH:4][CH:3]=1. (3) Given the reactants I[C:2]1[CH:7]=[CH:6][C:5](/[CH:8]=[CH:9]/[CH2:10][OH:11])=[CH:4][CH:3]=1.[Cl:12][C:13]1[CH:18]=[CH:17][C:16]([C:19]2[CH:20]=[CH:21][C:22]([C:25]#[CH:26])=[N:23][CH:24]=2)=[CH:15][CH:14]=1.C(NC(C)C)(C)C, predict the reaction product. The product is: [Cl:12][C:13]1[CH:14]=[CH:15][C:16]([C:19]2[CH:20]=[CH:21][C:22]([C:25]#[C:26][C:2]3[CH:7]=[CH:6][C:5](/[CH:8]=[CH:9]/[CH2:10][OH:11])=[CH:4][CH:3]=3)=[N:23][CH:24]=2)=[CH:17][CH:18]=1. (4) Given the reactants [C:1]([C:6]1[O:14][C:9]2=[CH:10][N:11]=[CH:12][CH:13]=[C:8]2[C:7]=1[NH:15]C(=O)OC(C)(C)C)(=[O:5])[CH2:2][CH2:3][CH3:4].C(O)(C(F)(F)F)=O, predict the reaction product. The product is: [NH2:15][C:7]1[C:8]2[C:9](=[CH:10][N:11]=[CH:12][CH:13]=2)[O:14][C:6]=1[C:1](=[O:5])[CH2:2][CH2:3][CH3:4]. (5) Given the reactants [CH2:1]([OH:6])[CH2:2][CH2:3][CH2:4][OH:5].CC([O-])(C)C.[K+].[F:13][C:14]1[CH:19]=[C:18]([F:20])[C:17]([F:21])=[CH:16][C:15]=1F.[Cl-].[Na+], predict the reaction product. The product is: [F:13][C:14]1[CH:19]=[C:18]([F:20])[C:17]([F:21])=[CH:16][C:15]=1[O:5][CH2:4][CH2:3][CH2:2][CH2:1][OH:6]. (6) Given the reactants FC(F)(F)C(O)=O.ClC1C(N[C@@H]2[C@@H]3C[C@@H](C=C3)[C@@H]2C(N)=O)=C2N=C(C3C=CC(CN4CCOCC4)=CC=3)NC2=NC=1.[NH2:42][C:43]1[C:48]([NH2:49])=[C:47]([NH:50][C@@H:51]2[C@@H:56]3[CH2:57][C@@H:53]([CH:54]=[CH:55]3)[C@@H:52]2[C:58]([NH2:60])=[O:59])[C:46]([Cl:61])=[CH:45][N:44]=1.[CH3:62][N:63]([CH3:74])[C:64]1[CH:71]=[CH:70][C:67]([CH:68]=O)=[C:66]([O:72][CH3:73])[CH:65]=1, predict the reaction product. The product is: [Cl:61][C:46]1[C:47]([NH:50][C@@H:51]2[C@@H:56]3[CH2:57][C@@H:53]([CH:54]=[CH:55]3)[C@@H:52]2[C:58]([NH2:60])=[O:59])=[C:48]2[N:49]=[C:68]([C:67]3[CH:70]=[CH:71][C:64]([N:63]([CH3:74])[CH3:62])=[CH:65][C:66]=3[O:72][CH3:73])[NH:42][C:43]2=[N:44][CH:45]=1. (7) The product is: [CH:10]1[C:9]2[CH2:14][C:15](=[O:17])[C:6]3[CH:5]=[CH:4][CH:3]=[CH:2][C:1]=3[S:7][C:8]=2[CH:13]=[CH:12][CH:11]=1. Given the reactants [C:1]1([S:7][C:8]2[CH:13]=[CH:12][CH:11]=[CH:10][C:9]=2[CH2:14][C:15]([OH:17])=O)[CH:6]=[CH:5][CH:4]=[CH:3][CH:2]=1, predict the reaction product.